From a dataset of Reaction yield outcomes from USPTO patents with 853,638 reactions. Predict the reaction yield, written as a fraction of the theoretical maximum amount of product (1.0 means a 100% yield; for example, 0.34 means a 34% yield). (1) The reactants are [CH:1]([N:4]1[C:8]([C:9]2[N:18]=[C:17]3[N:11]([CH2:12][CH2:13][O:14][C:15]4[CH:22]=[C:21]([C:23]5[N:24]=[C:25]([CH2:34][C:35]([CH3:38])([OH:37])[CH3:36])[N:26](C6CCCCO6)[CH:27]=5)[CH:20]=[CH:19][C:16]=43)[CH:10]=2)=[N:7][CH:6]=[N:5]1)([CH3:3])[CH3:2].Cl.CO. The catalyst is CCO. The product is [CH:1]([N:4]1[C:8]([C:9]2[N:18]=[C:17]3[C:16]4[CH:19]=[CH:20][C:21]([C:23]5[NH:24][C:25]([CH2:34][C:35]([CH3:38])([OH:37])[CH3:36])=[N:26][CH:27]=5)=[CH:22][C:15]=4[O:14][CH2:13][CH2:12][N:11]3[CH:10]=2)=[N:7][CH:6]=[N:5]1)([CH3:3])[CH3:2]. The yield is 0.120. (2) The catalyst is ClC1C=CC=CC=1Cl. The product is [CH2:9]([O:8][C:6]([C:5]1[C:11]([S:19][CH3:20])=[N:12][C:13]2[C:14]([C:4]=1[OH:21])=[CH:15][CH:16]=[CH:17][CH:18]=2)=[O:7])[CH3:10]. The yield is 0.350. The reactants are C(O[C:4](=[O:21])[C:5](=[C:11]([S:19][CH3:20])[NH:12][C:13]1[CH:18]=[CH:17][CH:16]=[CH:15][CH:14]=1)[C:6]([O:8][CH2:9][CH3:10])=[O:7])C.